This data is from Reaction yield outcomes from USPTO patents with 853,638 reactions. The task is: Predict the reaction yield, written as a fraction of the theoretical maximum amount of product (1.0 means a 100% yield; for example, 0.34 means a 34% yield). (1) The reactants are Br[C:2]1[CH:3]=[CH:4][C:5]2[O:10][C:9]([F:12])([F:11])[O:8][C:7]([F:14])([F:13])[C:6]=2[CH:15]=1. The catalyst is CO.CC#N.CCN(CC)CC.C1C=CC([P]([Pd]([P](C2C=CC=CC=2)(C2C=CC=CC=2)C2C=CC=CC=2)([P](C2C=CC=CC=2)(C2C=CC=CC=2)C2C=CC=CC=2)[P](C2C=CC=CC=2)(C2C=CC=CC=2)C2C=CC=CC=2)(C2C=CC=CC=2)C2C=CC=CC=2)=CC=1. The product is [CH3:7][O:8][C:9]([C:2]1[CH:3]=[CH:4][C:5]2[O:10][C:9]([F:12])([F:11])[O:8][C:7]([F:14])([F:13])[C:6]=2[CH:15]=1)=[O:10]. The yield is 0.850. (2) The reactants are [Br:1][C:2]1[CH:3]=[CH:4][C:5](F)=[C:6]([C:8]([C:10]2[NH:11][CH:12]=[CH:13][CH:14]=2)=O)[CH:7]=1.O.[NH2:17][NH2:18]. The catalyst is O. The product is [Br:1][C:2]1[CH:7]=[C:6]2[C:5](=[CH:4][CH:3]=1)[NH:18][N:17]=[C:8]2[C:10]1[NH:11][CH:12]=[CH:13][CH:14]=1. The yield is 0.990. (3) The product is [C:1]([N:9]1[CH2:13][CH2:12][S:11][CH:10]1[CH2:14][C:15]([OH:17])=[O:16])(=[O:8])[C:2]1[CH:7]=[CH:6][CH:5]=[CH:4][CH:3]=1. The yield is 0.990. The catalyst is O1CCOCC1. The reactants are [C:1]([N:9]1[CH2:13][CH2:12][S:11][CH:10]1[CH2:14][C:15]([O:17]CC)=[O:16])(=[O:8])[C:2]1[CH:7]=[CH:6][CH:5]=[CH:4][CH:3]=1.Cl. (4) The catalyst is CN(C)C=O. The product is [I:16][C:3]1[C:4]2[C:9](=[CH:8][C:7]([C:10]([O:12][CH3:13])=[O:11])=[CH:6][CH:5]=2)[NH:1][N:2]=1. The reactants are [NH:1]1[C:9]2[C:4](=[CH:5][CH:6]=[C:7]([C:10]([O:12][CH3:13])=[O:11])[CH:8]=2)[CH:3]=[N:2]1.[OH-].[K+].[I:16]I.S(=O)(=O)(O)[O-].[Na+]. The yield is 0.780. (5) The reactants are [Li+].[OH-].C([O:5][C:6]([C:8]12[CH2:25][CH:24]1[CH:23]=[CH:22][CH2:21][CH2:20][CH2:19][CH2:18][N:17]([CH3:26])[C:16](=[O:27])[CH:15]1[CH:11]([CH2:12][CH:13]([O:28][C:29]3[C:38]4[C:33](=[C:34]([CH3:41])[C:35]([O:39][CH3:40])=[CH:36][CH:37]=4)[N:32]=[C:31]([C:42]4[CH:47]=[CH:46][CH:45]=[C:44]([CH3:48])[N:43]=4)[CH:30]=3)[CH2:14]1)[C:10](=[O:49])[NH:9]2)=[O:7])C.CO.C(O)(=O)C. The catalyst is C1COCC1.O. The product is [CH3:48][C:44]1[N:43]=[C:42]([C:31]2[CH:30]=[C:29]([O:28][CH:13]3[CH2:12][CH:11]4[CH:15]([C:16](=[O:27])[N:17]([CH3:26])[CH2:18][CH2:19][CH2:20][CH2:21][CH:22]=[CH:23][CH:24]5[C:8]([C:6]([OH:7])=[O:5])([NH:9][C:10]4=[O:49])[CH2:25]5)[CH2:14]3)[C:38]3[C:33](=[C:34]([CH3:41])[C:35]([O:39][CH3:40])=[CH:36][CH:37]=3)[N:32]=2)[CH:47]=[CH:46][CH:45]=1. The yield is 0.650.